Dataset: Full USPTO retrosynthesis dataset with 1.9M reactions from patents (1976-2016). Task: Predict the reactants needed to synthesize the given product. (1) Given the product [N:9]1[C:10]2[CH2:11][CH2:12][CH:4]([NH2:3])[C:5]=2[CH:6]=[CH:7][CH:8]=1, predict the reactants needed to synthesize it. The reactants are: CO[N:3]=[C:4]1[CH2:12][CH2:11][C:10]2[N:9]=[CH:8][CH:7]=[CH:6][C:5]1=2. (2) Given the product [CH3:40][O:39][C:35]1[CH:34]=[C:33]([CH2:32][CH2:31][C:21]2[CH:20]=[C:19]([NH:18][C:11]([C:8]3[N:9]=[CH:10][C:5]([C:3]([O:2][CH3:1])=[O:4])=[CH:6][CH:7]=3)=[O:13])[NH:23][N:22]=2)[CH:38]=[CH:37][CH:36]=1, predict the reactants needed to synthesize it. The reactants are: [CH3:1][O:2][C:3]([C:5]1[CH:6]=[CH:7][C:8]([C:11]([OH:13])=O)=[N:9][CH:10]=1)=[O:4].C(Cl)Cl.[Cl-].[NH2:18][C:19]1[N:23](C(OC(C)(C)C)=O)[N:22]=[C:21]([CH2:31][CH2:32][C:33]2[CH:38]=[CH:37][CH:36]=[C:35]([O:39][CH3:40])[CH:34]=2)[CH:20]=1. (3) Given the product [CH3:1][O:2][C:3]1[CH:18]=[CH:17][CH:16]=[CH:15][C:4]=1[CH2:5][O:6][C:7]1[CH:8]=[C:9]([CH:10]([OH:11])[CH2:20][C:19]#[N:21])[CH:12]=[CH:13][CH:14]=1, predict the reactants needed to synthesize it. The reactants are: [CH3:1][O:2][C:3]1[CH:18]=[CH:17][CH:16]=[CH:15][C:4]=1[CH2:5][O:6][C:7]1[CH:8]=[C:9]([CH:12]=[CH:13][CH:14]=1)[CH:10]=[O:11].[C:19](#[N:21])[CH3:20]. (4) Given the product [CH:9]1([NH:8][C:6]([NH:3][C:2]2[CH:1]=[CH:13][C:14]([CH3:19])=[C:15]([B:21]3[O:22][C:23]([CH3:29])([CH3:28])[C:24]([CH3:26])([CH3:27])[O:25]3)[CH:16]=2)=[O:7])[CH2:10][CH2:30]1, predict the reactants needed to synthesize it. The reactants are: [CH:1]1N=C[N:3]([C:6]([N:8]2C=N[CH:10]=[CH:9]2)=[O:7])[CH:2]=1.[CH3:13][C:14]1[CH:19]=CC(N)=[CH:16][C:15]=1[B:21]1[O:25][C:24]([CH3:27])([CH3:26])[C:23]([CH3:29])([CH3:28])[O:22]1.[CH:30]1(N)CC1. (5) Given the product [F:1][C:2]1[CH:3]=[C:4]([NH:15][C:16]2[C:25]3[C:20](=[CH:21][C:22]([O:37][CH3:38])=[C:23]([O:26][CH:27]4[CH2:32][CH2:31][NH:30][CH2:29][CH2:28]4)[CH:24]=3)[N:19]=[CH:18][N:17]=2)[CH:5]=[CH:6][C:7]=1[S:8][C:9]1[N:10]([CH3:14])[CH:11]=[CH:12][N:13]=1, predict the reactants needed to synthesize it. The reactants are: [F:1][C:2]1[CH:3]=[C:4]([NH:15][C:16]2[C:25]3[C:20](=[CH:21][C:22]([O:37][CH3:38])=[C:23]([O:26][CH:27]4[CH2:32][CH2:31][N:30](S(C)(=O)=O)[CH2:29][CH2:28]4)[CH:24]=3)[N:19]=[CH:18][N:17]=2)[CH:5]=[CH:6][C:7]=1[S:8][C:9]1[N:10]([CH3:14])[CH:11]=[CH:12][N:13]=1.ClC1C2C(=CC(OC)=C(OC3CCN(C(OC(C)(C)C)=O)CC3)C=2)N=CN=1.FC1C=C(C=CC=1SC1N(C)C=CN=1)N. (6) The reactants are: [C:1]1([CH:7]([C:19]2[CH:24]=[CH:23][CH:22]=[CH:21][CH:20]=2)[N:8]2[CH2:13][CH2:12][CH:11]([CH2:14][CH2:15][CH2:16][CH2:17]O)[CH2:10][CH2:9]2)[CH:6]=[CH:5][CH:4]=[CH:3][CH:2]=1.C1(P(C2C=CC=CC=2)C2C=CC=CC=2)C=CC=CC=1.[C:44]1(=[O:54])[NH:48][C:47](=[O:49])[C:46]2=[CH:50][CH:51]=[CH:52][CH:53]=[C:45]12.C(OC(N=NC(OCC)=O)=O)C. Given the product [C:1]1([CH:7]([C:19]2[CH:24]=[CH:23][CH:22]=[CH:21][CH:20]=2)[N:8]2[CH2:13][CH2:12][CH:11]([CH2:14][CH2:15][CH2:16][CH2:17][N:48]3[C:44](=[O:54])[C:45]4[C:46](=[CH:50][CH:51]=[CH:52][CH:53]=4)[C:47]3=[O:49])[CH2:10][CH2:9]2)[CH:2]=[CH:3][CH:4]=[CH:5][CH:6]=1, predict the reactants needed to synthesize it.